Dataset: Full USPTO retrosynthesis dataset with 1.9M reactions from patents (1976-2016). Task: Predict the reactants needed to synthesize the given product. (1) Given the product [NH2:29][C:22]1[CH:21]=[C:20]([F:19])[CH:28]=[CH:27][C:23]=1[C:24]([N:1]=[C:2]1[N:6]([CH:7]([CH2:13][CH3:14])[C:8]([O:10][CH2:11][CH3:12])=[O:9])[C:5]2[CH:15]=[CH:16][CH:17]=[CH:18][C:4]=2[S:3]1)=[O:25], predict the reactants needed to synthesize it. The reactants are: [NH:1]=[C:2]1[N:6]([CH:7]([CH2:13][CH3:14])[C:8]([O:10][CH2:11][CH3:12])=[O:9])[C:5]2[CH:15]=[CH:16][CH:17]=[CH:18][C:4]=2[S:3]1.[F:19][C:20]1[CH:21]=[C:22]([NH2:29])[C:23](=[CH:27][CH:28]=1)[C:24](O)=[O:25].C(N(C(C)C)CC)(C)C.F[P-](F)(F)(F)(F)F.N1(O[P+](N(C)C)(N(C)C)N(C)C)C2C=CC=CC=2N=N1. (2) The reactants are: [H-].[Na+].[CH2:3]([C:6]1([CH3:21])[C:11]2[NH:12][C:13]3[CH:14]=[CH:15][C:16]([CH3:19])=[CH:17][C:18]=3[C:10]=2[CH2:9][N:8]([CH3:20])[CH2:7]1)[CH:4]=[CH2:5].Br[CH2:23][C:24]([C:26]1[CH:31]=[CH:30][C:29]([F:32])=[CH:28][CH:27]=1)=[CH2:25]. Given the product [CH2:3]([C:6]1([CH3:21])[C:11]2[N:12]([CH2:25][C:24]([C:26]3[CH:31]=[CH:30][C:29]([F:32])=[CH:28][CH:27]=3)=[CH2:23])[C:13]3[CH:14]=[CH:15][C:16]([CH3:19])=[CH:17][C:18]=3[C:10]=2[CH2:9][N:8]([CH3:20])[CH2:7]1)[CH:4]=[CH2:5], predict the reactants needed to synthesize it. (3) Given the product [F:1][C:2]1[CH:3]=[CH:4][C:5]([C:8]2[N:9]=[CH:10][N:11]([CH2:22][O:21][CH2:20][CH2:19][Si:16]([CH3:18])([CH3:17])[CH3:15])[CH:12]=2)=[CH:6][CH:7]=1, predict the reactants needed to synthesize it. The reactants are: [F:1][C:2]1[CH:7]=[CH:6][C:5]([C:8]2[N:9]=[CH:10][NH:11][CH:12]=2)=[CH:4][CH:3]=1.[H-].[Na+].[CH3:15][Si:16]([CH2:19][CH2:20][O:21][CH2:22]Cl)([CH3:18])[CH3:17]. (4) Given the product [Br:12][C:13]1[C:21]([S:22]([CH3:7])(=[O:24])=[O:23])=[CH:20][C:16]([C:17]([OH:19])=[O:18])=[C:15]([CH3:26])[CH:14]=1, predict the reactants needed to synthesize it. The reactants are: S([O-])([O-])=O.[Na+].[Na+].[C:7](=O)(O)[O-].[Na+].[Br:12][C:13]1[C:21]([S:22](Cl)(=[O:24])=[O:23])=[CH:20][C:16]([C:17]([OH:19])=[O:18])=[C:15]([CH3:26])[CH:14]=1.IC.